Predict the reactants needed to synthesize the given product. From a dataset of Full USPTO retrosynthesis dataset with 1.9M reactions from patents (1976-2016). (1) Given the product [C:43]([NH:47][C:29]([C:26]1[C:24]2=[N:25][C:20]([CH2:19][O:18][Si:1]([C:14]([CH3:16])([CH3:17])[CH3:15])([C:8]3[CH:13]=[CH:12][CH:11]=[CH:10][CH:9]=3)[C:2]3[CH:7]=[CH:6][CH:5]=[CH:4][CH:3]=3)=[C:21]([N:35]3[CH2:36][C@H:37]([CH3:42])[O:38][C@H:39]([CH3:41])[CH2:40]3)[C:22]([Cl:34])=[C:23]2[O:28][N:27]=1)=[O:31])([CH3:46])([CH3:45])[CH3:44], predict the reactants needed to synthesize it. The reactants are: [Si:1]([O:18][CH2:19][C:20]1[N:25]=[C:24]2[C:26]([C:29]([O:31]CC)=O)=[N:27][O:28][C:23]2=[C:22]([Cl:34])[C:21]=1[N:35]1[CH2:40][C@H:39]([CH3:41])[O:38][C@H:37]([CH3:42])[CH2:36]1)([C:14]([CH3:17])([CH3:16])[CH3:15])([C:8]1[CH:13]=[CH:12][CH:11]=[CH:10][CH:9]=1)[C:2]1[CH:7]=[CH:6][CH:5]=[CH:4][CH:3]=1.[C:43]([NH2:47])([CH3:46])([CH3:45])[CH3:44]. (2) Given the product [C:1]([C:5]1[CH:9]=[C:8]([NH:10][C:11]([NH:13][C:14]2[CH:19]=[C:18]([C:20]3[C:31](=[O:32])[N:30]([CH2:33][CH3:34])[C:23]4[N:24]=[C:25]([NH:38][CH3:37])[N:26]=[CH:27][C:22]=4[CH:21]=3)[C:17]([CH3:35])=[CH:16][C:15]=2[F:36])=[O:12])[O:7][N:6]=1)([CH3:4])([CH3:3])[CH3:2], predict the reactants needed to synthesize it. The reactants are: [C:1]([C:5]1[CH:9]=[C:8]([NH:10][C:11]([NH:13][C:14]2[CH:19]=[C:18]([C:20]3[C:31](=[O:32])[N:30]([CH2:33][CH3:34])[C:23]4[N:24]=[C:25](SC)[N:26]=[CH:27][C:22]=4[CH:21]=3)[C:17]([CH3:35])=[CH:16][C:15]=2[F:36])=[O:12])[O:7][N:6]=1)([CH3:4])([CH3:3])[CH3:2].[CH3:37][NH2:38]. (3) Given the product [OH:11][CH2:10][CH2:9][NH:8][S:14]([C:17]1[CH:18]=[CH:19][C:20]([N:23]2[C:27]([C:28]3[CH:33]=[CH:32][C:31]([CH3:34])=[CH:30][CH:29]=3)=[CH:26][C:25]([C:35]([F:36])([F:38])[F:37])=[N:24]2)=[CH:21][CH:22]=1)(=[O:16])=[O:15], predict the reactants needed to synthesize it. The reactants are: C(OC([N:8]([S:14]([C:17]1[CH:22]=[CH:21][C:20]([N:23]2[C:27]([C:28]3[CH:33]=[CH:32][C:31]([CH3:34])=[CH:30][CH:29]=3)=[CH:26][C:25]([C:35]([F:38])([F:37])[F:36])=[N:24]2)=[CH:19][CH:18]=1)(=[O:16])=[O:15])[CH2:9][C:10](OC)=[O:11])=O)(C)(C)C.[BH4-].[Na+]. (4) Given the product [F:10][C:11]1[CH:12]=[CH:13][C:14]([C:17]2[O:40][C:20]3=[N:21][C:22]([NH:34][CH2:35][C:36]([F:37])([F:38])[F:39])=[C:23]([C:25]4[CH:33]=[CH:32][CH:31]=[C:27]([C:28](=[O:29])[NH:60][C:55]([C:54]5[N:59]=[C:58]([CH3:57])[O:52][N:53]=5)([CH3:56])[CH3:1])[CH:26]=4)[CH:24]=[C:19]3[C:18]=2[C:41]([NH:42][CH3:43])=[O:44])=[CH:15][CH:16]=1, predict the reactants needed to synthesize it. The reactants are: [CH2:1](N(C(C)C)C(C)C)C.[F:10][C:11]1[CH:16]=[CH:15][C:14]([C:17]2[O:40][C:20]3=[N:21][C:22]([NH:34][CH2:35][C:36]([F:39])([F:38])[F:37])=[C:23]([C:25]4[CH:26]=[C:27]([CH:31]=[CH:32][CH:33]=4)[C:28](O)=[O:29])[CH:24]=[C:19]3[C:18]=2[C:41](=[O:44])[NH:42][CH3:43])=[CH:13][CH:12]=1.CN(C([O:52][N:53]1N=[N:60][C:55]2[CH:56]=[CH:57][CH:58]=[N:59][C:54]1=2)=[N+](C)C)C.F[P-](F)(F)(F)(F)F.O1C=NC(CN)=N1. (5) Given the product [C:26]([O:29][CH2:2][C:3]1[CH:17]=[CH:16][C:6]([O:7][C:8](=[CH:13][O:14][CH3:15])[C:9]([O:11][CH3:12])=[O:10])=[C:5]([C:18]([O:20][C:21]([CH3:24])([CH3:23])[CH3:22])=[O:19])[C:4]=1[CH3:25])(=[O:28])[CH3:27], predict the reactants needed to synthesize it. The reactants are: Br[CH2:2][C:3]1[CH:17]=[CH:16][C:6]([O:7][C:8](=[CH:13][O:14][CH3:15])[C:9]([O:11][CH3:12])=[O:10])=[C:5]([C:18]([O:20][C:21]([CH3:24])([CH3:23])[CH3:22])=[O:19])[C:4]=1[CH3:25].[C:26]([O-:29])(=[O:28])[CH3:27].[Na+].CN(C)C(=O)C. (6) Given the product [C:1]1([NH:8][C:14](=[O:15])[C:13]2[CH:12]=[CH:11][CH:10]=[CH:18][CH:17]=2)[CH:6]=[CH:5][C:4]([NH:7][C:21](=[O:28])[C:22]2[CH:27]=[CH:26][CH:25]=[CH:24][CH:23]=2)=[CH:3][CH:2]=1, predict the reactants needed to synthesize it. The reactants are: [C:1]1([NH2:8])[CH:6]=[CH:5][C:4]([NH2:7])=[CH:3][CH:2]=1.C(Cl)(=O)[C:10]1[CH:18]=[CH:17][C:13]([C:14](Cl)=[O:15])=[CH:12][CH:11]=1.[C:21](Cl)(=[O:28])[C:22]1[CH:27]=[CH:26][CH:25]=[CH:24][CH:23]=1. (7) Given the product [C:1]([O:5][C:6](=[O:18])[NH:7][C:8]1[CH:13]=[CH:12][C:11]([CH:14]2[CH2:16][CH2:15]2)=[CH:10][C:9]=1[NH:17][C:22](=[O:21])[CH2:23][C:24]([C:26]1[CH:31]=[CH:30][N:29]=[C:28]([C:32]#[N:33])[CH:27]=1)=[O:25])([CH3:4])([CH3:2])[CH3:3], predict the reactants needed to synthesize it. The reactants are: [C:1]([O:5][C:6](=[O:18])[NH:7][C:8]1[CH:13]=[CH:12][C:11]([CH:14]2[CH2:16][CH2:15]2)=[CH:10][C:9]=1[NH2:17])([CH3:4])([CH3:3])[CH3:2].CC1(C)[O:25][C:24]([C:26]2[CH:31]=[CH:30][N:29]=[C:28]([C:32]#[N:33])[CH:27]=2)=[CH:23][C:22](=O)[O:21]1. (8) The reactants are: C(N(CC)CC)C.[F:8][C:9]1[CH:14]=[CH:13][CH:12]=[CH:11][C:10]=1[N:15]1[C:23]2[C:18](=[C:19]([N:24]3[CH2:31][C@@H:30]4[C@@H:26]([CH2:27][NH:28][CH2:29]4)[C:25]3=[O:32])[CH:20]=[CH:21][CH:22]=2)[CH:17]=[N:16]1.[CH:33]1([S:36](Cl)(=[O:38])=[O:37])[CH2:35][CH2:34]1. Given the product [CH:33]1([S:36]([N:28]2[CH2:29][C@@H:30]3[CH2:31][N:24]([C:19]4[CH:20]=[CH:21][CH:22]=[C:23]5[C:18]=4[CH:17]=[N:16][N:15]5[C:10]4[CH:11]=[CH:12][CH:13]=[CH:14][C:9]=4[F:8])[C:25](=[O:32])[C@@H:26]3[CH2:27]2)(=[O:38])=[O:37])[CH2:35][CH2:34]1, predict the reactants needed to synthesize it. (9) Given the product [Cl:32][CH2:33][C:34]1[O:31][C:3]2[CH:4]=[CH:5][C:6]3[NH:7][C:8]([C:14]4[C:15](=[O:30])[N:16]([NH:25][CH2:26][CH:27]([CH3:29])[CH3:28])[C:17]5[C:22]([C:23]=4[OH:24])=[CH:21][CH:20]=[CH:19][CH:18]=5)=[N:9][S:10](=[O:12])(=[O:13])[C:11]=3[C:2]=2[N:1]=1, predict the reactants needed to synthesize it. The reactants are: [NH2:1][C:2]1[C:11]2[S:10](=[O:13])(=[O:12])[N:9]=[C:8]([C:14]3[C:15](=[O:30])[N:16]([NH:25][CH2:26][CH:27]([CH3:29])[CH3:28])[C:17]4[C:22]([C:23]=3[OH:24])=[CH:21][CH:20]=[CH:19][CH:18]=4)[NH:7][C:6]=2[CH:5]=[CH:4][C:3]=1[OH:31].[Cl:32][CH2:33][C:34](OC)(OC)OC.C1(C)C=CC(S(O)(=O)=O)=CC=1. (10) Given the product [NH2:1][C:4]1[CH:5]=[N:6][CH:7]=[CH:8][C:9]=1[O:10][C@H:11]1[CH2:16][CH2:15][CH2:14][N:13]([C:17]([O:19][C:20]([CH3:23])([CH3:22])[CH3:21])=[O:18])[CH2:12]1, predict the reactants needed to synthesize it. The reactants are: [N+:1]([C:4]1[CH:5]=[N:6][CH:7]=[CH:8][C:9]=1[O:10][C@H:11]1[CH2:16][CH2:15][CH2:14][N:13]([C:17]([O:19][C:20]([CH3:23])([CH3:22])[CH3:21])=[O:18])[CH2:12]1)([O-])=O.CCO.